From a dataset of Full USPTO retrosynthesis dataset with 1.9M reactions from patents (1976-2016). Predict the reactants needed to synthesize the given product. Given the product [Si:1]([O:8][C@@H:9]1[CH2:13][CH2:12][C@H:11]([CH2:14][CH2:15][CH2:16][CH2:17][PH:18](=[O:22])[O:19][CH2:20][CH3:21])[CH2:10]1)([C:4]([CH3:7])([CH3:6])[CH3:5])([CH3:3])[CH3:2], predict the reactants needed to synthesize it. The reactants are: [Si:1]([O:8][CH:9]1[CH2:13][CH2:12][C:11]([CH2:14][CH2:15][CH2:16][CH2:17][PH:18](=[O:22])[O:19][CH2:20][CH3:21])=[CH:10]1)([C:4]([CH3:7])([CH3:6])[CH3:5])([CH3:3])[CH3:2].